From a dataset of Reaction yield outcomes from USPTO patents with 853,638 reactions. Predict the reaction yield, written as a fraction of the theoretical maximum amount of product (1.0 means a 100% yield; for example, 0.34 means a 34% yield). (1) The catalyst is O1CCCC1.O. The reactants are [CH2:1]([C:3]1[N:4]([C:28]2[CH:33]=[CH:32][C:31]([OH:34])=[CH:30][CH:29]=2)[C:5](=[O:27])[C:6]([CH2:12][C:13]2[CH:18]=[CH:17][C:16]([C:19]3[C:20]([C:25]#[N:26])=[CH:21][CH:22]=[CH:23][CH:24]=3)=[CH:15][CH:14]=2)=[C:7]([CH2:9][CH2:10][CH3:11])[N:8]=1)[CH3:2].[Si](O[CH:43]1[CH2:48][CH2:47][CH:46]([OH:49])[CH2:45][CH2:44]1)(C(C)(C)C)(C)C.C1(P(C2C=CC=CC=2)C2C=CC=CC=2)C=CC=CC=1.[N:70]([C:71]([O:73]C(C)C)=[O:72])=[N:70][C:71]([O:73]C(C)C)=[O:72]. The yield is 0.290. The product is [CH2:1]([C:3]1[N:4]([C:28]2[CH:33]=[CH:32][C:31]([O:34][C@H:43]3[CH2:44][CH2:45][C@@H:46]([OH:49])[CH2:47][CH2:48]3)=[CH:30][CH:29]=2)[C:5](=[O:27])[C:6]([CH2:12][C:13]2[CH:18]=[CH:17][C:16]([C:19]3[CH:24]=[CH:23][CH:22]=[CH:21][C:20]=3[C:25]3[NH:70][C:71](=[O:72])[O:73][N:26]=3)=[CH:15][CH:14]=2)=[C:7]([CH2:9][CH2:10][CH3:11])[N:8]=1)[CH3:2]. (2) The reactants are Br[C:2]1[CH:7]=[C:6]([C:8]([F:11])([F:10])[F:9])[CH:5]=[C:4]([N+:12]([O-:14])=[O:13])[CH:3]=1.CC1(C)C(C)(C)OB([C:23]2[CH2:28][CH2:27][N:26]([C:29]([O:31][C:32]([CH3:35])([CH3:34])[CH3:33])=[O:30])[CH2:25][CH:24]=2)O1. The catalyst is O1CCOCC1.C(=O)(O)[O-].[Na+].C1C=CC([P]([Pd]([P](C2C=CC=CC=2)(C2C=CC=CC=2)C2C=CC=CC=2)([P](C2C=CC=CC=2)(C2C=CC=CC=2)C2C=CC=CC=2)[P](C2C=CC=CC=2)(C2C=CC=CC=2)C2C=CC=CC=2)(C2C=CC=CC=2)C2C=CC=CC=2)=CC=1. The product is [N+:12]([C:4]1[CH:3]=[C:2]([C:23]2[CH2:28][CH2:27][N:26]([C:29]([O:31][C:32]([CH3:35])([CH3:34])[CH3:33])=[O:30])[CH2:25][CH:24]=2)[CH:7]=[C:6]([C:8]([F:11])([F:10])[F:9])[CH:5]=1)([O-:14])=[O:13]. The yield is 0.828. (3) The reactants are [NH2:1][C:2]1[CH:7]=[CH:6][CH:5]=[C:4]([NH2:8])[N:3]=1.Cl[CH2:10][CH:11]=O. The catalyst is CCO. The product is [N:1]1[CH:10]=[CH:11][N:3]2[C:4]([NH2:8])=[CH:5][CH:6]=[CH:7][C:2]=12. The yield is 0.800. (4) The reactants are Cl[CH2:2][C:3]([O:5][CH3:6])=[O:4].[NH2:7][C:8]1[N:9]([C:14]2[C:23]3[C:18](=[CH:19][CH:20]=[CH:21][CH:22]=3)[C:17]([CH:24]3[CH2:26][CH2:25]3)=[CH:16][CH:15]=2)[C:10]([SH:13])=[N:11][N:12]=1.C(=O)([O-])[O-].[K+].[K+]. The catalyst is CN(C=O)C. The product is [NH2:7][C:8]1[N:9]([C:14]2[C:23]3[C:18](=[CH:19][CH:20]=[CH:21][CH:22]=3)[C:17]([CH:24]3[CH2:26][CH2:25]3)=[CH:16][CH:15]=2)[C:10]([S:13][CH2:2][C:3]([O:5][CH3:6])=[O:4])=[N:11][N:12]=1. The yield is 0.800. (5) The reactants are [CH3:1][N:2]([CH3:19])[CH2:3][CH2:4][C:5]1[CH:10]=[CH:9][CH:8]=[C:7]([C:11]2[C:12]([CH3:18])=[N:13][N:14]([CH3:17])[C:15]=2[CH3:16])[CH:6]=1.[ClH:20]. The catalyst is C(OCC)(=O)C.C(OCC)C. The product is [ClH:20].[ClH:20].[CH3:19][N:2]([CH3:1])[CH2:3][CH2:4][C:5]1[CH:10]=[CH:9][CH:8]=[C:7]([C:11]2[C:12]([CH3:18])=[N:13][N:14]([CH3:17])[C:15]=2[CH3:16])[CH:6]=1. The yield is 0.980. (6) The reactants are [CH3:1][S:2]([CH2:5][C@H:6]([NH:8][C:9]([C:11]1[C:12](OC2C=CC(F)=CC=2F)=[N:13][C:14]([O:17][C:18]2[CH:23]=[CH:22][C:21]([F:24])=[CH:20][C:19]=2[F:25])=[N:15][CH:16]=1)=O)[CH3:7])(=[O:4])=[O:3].N1C(C)=CC=CC=1C.FC(F)(F)C(OC(=O)C(F)(F)F)=O.C(OC(C)(C)C)(=O)[NH:57][NH2:58]. The catalyst is ClCCl. The product is [F:25][C:19]1[CH:20]=[C:21]([F:24])[CH:22]=[CH:23][C:18]=1[O:17][C:14]1[N:13]=[C:12]2[NH:57][N:58]=[C:9]([NH:8][C@H:6]([CH3:7])[CH2:5][S:2]([CH3:1])(=[O:4])=[O:3])[C:11]2=[CH:16][N:15]=1. The yield is 0.600.